This data is from Reaction yield outcomes from USPTO patents with 853,638 reactions. The task is: Predict the reaction yield, written as a fraction of the theoretical maximum amount of product (1.0 means a 100% yield; for example, 0.34 means a 34% yield). The reactants are [Br:1][C:2]1[N:7]=[C:6]([NH:8]C(C)(C)C)[CH:5]=[CH:4][C:3]=1[F:13]. The catalyst is ClCCCl.C(O)(C(F)(F)F)=O. The product is [Br:1][C:2]1[N:7]=[C:6]([NH2:8])[CH:5]=[CH:4][C:3]=1[F:13]. The yield is 0.710.